From a dataset of Forward reaction prediction with 1.9M reactions from USPTO patents (1976-2016). Predict the product of the given reaction. (1) The product is: [CH2:33]([O:32][CH:4]([O:3][CH2:1][CH3:2])[C:5]1[N:44]=[C:43]([CH2:42][C:39]2[CH:40]=[CH:41][C:36]([F:35])=[CH:37][CH:38]=2)[C:8]([F:9])=[C:7]([NH:12][C:13]([C:26]2[CH:27]=[CH:28][CH:29]=[CH:30][CH:31]=2)([C:20]2[CH:21]=[CH:22][CH:23]=[CH:24][CH:25]=2)[C:14]2[CH:15]=[CH:16][CH:17]=[CH:18][CH:19]=2)[CH:6]=1)[CH3:34]. Given the reactants [CH2:1]([O:3][CH:4]([O:32][CH2:33][CH3:34])[C:5]#[C:6][C:7](=[N:12][C:13]([C:26]1[CH:31]=[CH:30][CH:29]=[CH:28][CH:27]=1)([C:20]1[CH:25]=[CH:24][CH:23]=[CH:22][CH:21]=1)[C:14]1[CH:19]=[CH:18][CH:17]=[CH:16][CH:15]=1)[C:8](F)(F)[F:9])[CH3:2].[F:35][C:36]1[CH:41]=[CH:40][C:39]([CH2:42][CH2:43][NH2:44])=[CH:38][CH:37]=1.C(=O)([O-])[O-].[Cs+].[Cs+], predict the reaction product. (2) Given the reactants [CH2:1]=[CH:2][CH3:3].C=C.[CH2:6]=[CH:7][CH2:8][CH3:9].Cl[C:11]1C=CC(Cl)=C[C:12]=1Cl, predict the reaction product. The product is: [CH2:1]=[CH:2][CH3:3].[CH2:6]=[CH:7][CH2:8][CH3:9].[CH2:11]=[CH2:12]. (3) Given the reactants Br[C:2]1[CH:3]=[C:4]([C:8]#[C:9][C:10]([OH:17])([CH2:14][CH2:15][CH3:16])[CH2:11][CH2:12][CH3:13])[CH:5]=[CH:6][CH:7]=1.[CH2:18]([NH:21][C:22](=[O:27])[C:23]([F:26])([F:25])[F:24])[CH:19]=[CH2:20], predict the reaction product. The product is: [F:24][C:23]([F:26])([F:25])[C:22]([NH:21][CH2:18]/[CH:19]=[CH:20]/[C:2]1[CH:7]=[CH:6][CH:5]=[C:4]([C:8]#[C:9][C:10]([OH:17])([CH2:14][CH2:15][CH3:16])[CH2:11][CH2:12][CH3:13])[CH:3]=1)=[O:27]. (4) Given the reactants [Br:1][C:2]1[CH:3]=[C:4]2[C:9](=[CH:10][CH:11]=1)[CH:8]=[N+:7]([O-:12])[CH:6]=[CH:5]2.BrC1C=C2C(=CC=1[Cl:24])C=NC=C2, predict the reaction product. The product is: [Br:1][C:2]1[CH:3]=[C:4]2[C:9](=[CH:10][C:11]=1[Cl:24])[CH:8]=[N+:7]([O-:12])[CH:6]=[CH:5]2.